Dataset: Catalyst prediction with 721,799 reactions and 888 catalyst types from USPTO. Task: Predict which catalyst facilitates the given reaction. (1) Reactant: [CH3:1][C:2]1[O:3][C:4]2[CH:10]=[CH:9][C:8]([N+:11]([O-])=O)=[CH:7][C:5]=2[CH:6]=1. Product: [NH2:11][C:8]1[CH:9]=[CH:10][C:4]2[O:3][C:2]([CH3:1])=[CH:6][C:5]=2[CH:7]=1. The catalyst class is: 19. (2) Reactant: [NH:1]1[C:5]2=[N:6][CH:7]=[CH:8][CH:9]=[C:4]2[C:3]([CH:10]=[C:11]2[S:15][C:14](=[S:16])[NH:13][C:12]2=[O:17])=[CH:2]1.IC.[CH3:20]CN(C(C)C)C(C)C.O. Product: [CH3:20][S:16][C:14]1[S:15][C:11](=[CH:10][C:3]2[C:4]3[C:5](=[N:6][CH:7]=[CH:8][CH:9]=3)[NH:1][CH:2]=2)[C:12](=[O:17])[N:13]=1. The catalyst class is: 8. (3) Reactant: [Br:1]Br.[NH2:3][C:4]1[CH:14]=[CH:13][C:12]([C:15]([F:18])([F:17])[F:16])=[CH:11][C:5]=1[C:6]([O:8][CH2:9][CH3:10])=[O:7].S([O-])([O-])(=O)=S.[Na+].[Na+]. Product: [NH2:3][C:4]1[C:14]([Br:1])=[CH:13][C:12]([C:15]([F:16])([F:17])[F:18])=[CH:11][C:5]=1[C:6]([O:8][CH2:9][CH3:10])=[O:7]. The catalyst class is: 2. (4) Reactant: C[O:2][C:3]1[CH:8]=[CH:7][C:6]([C:9]2[N:10]=[N:11][S:12][CH:13]=2)=[CH:5][CH:4]=1.B(Br)(Br)Br. Product: [S:12]1[CH:13]=[C:9]([C:6]2[CH:5]=[CH:4][C:3]([OH:2])=[CH:8][CH:7]=2)[N:10]=[N:11]1. The catalyst class is: 2. (5) Reactant: [F:1][C:2]1[CH:7]=[C:6]([N+:8]([O-])=O)[CH:5]=[CH:4][C:3]=1[NH:11][C:12]1[CH:17]=[CH:16][N:15]=[C:14]2[CH:18]=[C:19]([C:21]3[N:22]=[CH:23][N:24]([CH3:26])[CH:25]=3)[S:20][C:13]=12.[NH4+].[Cl-]. Product: [F:1][C:2]1[CH:7]=[C:6]([NH2:8])[CH:5]=[CH:4][C:3]=1[NH:11][C:12]1[CH:17]=[CH:16][N:15]=[C:14]2[CH:18]=[C:19]([C:21]3[N:22]=[CH:23][N:24]([CH3:26])[CH:25]=3)[S:20][C:13]=12. The catalyst class is: 406. (6) Reactant: C([Li])CCC.Br[C:7]1[CH:12]=[CH:11][C:10]([Br:13])=[CH:9][CH:8]=1.[O:14]1[CH2:17][C:16](=[O:18])[CH2:15]1.[NH4+].[Cl-]. Product: [Br:13][C:10]1[CH:11]=[CH:12][C:7]([C:16]2([OH:18])[CH2:17][O:14][CH2:15]2)=[CH:8][CH:9]=1. The catalyst class is: 7. (7) Product: [N:8]1([C:5]2[N:6]=[CH:7][C:2]([C:34]3[S:35][C:27]4[CH:21]=[C:22]([OH:23])[CH:25]=[CH:36][C:37]=4[N:38]=3)=[CH:3][CH:4]=2)[CH2:9][CH2:44][O:31][CH2:29][CH2:28]1. Reactant: Br[C:2]1[CH:3]=[CH:4][C:5]([NH:8][CH3:9])=[N:6][CH:7]=1.B1(B2[O:23][C:22]([CH3:25])(C)[C:21]([CH3:27])(C)O2)O[C:21](C)([CH3:27])[C:22](C)([CH3:25])[O:23]1.[CH3:28][C:29]([O-:31])=O.[K+].Br[C:34]1[S:35][C:36]2C=C(F)C=C[C:37]=2[N:38]=1.[C:44]([O-])([O-])=O.[K+].[K+]. The catalyst class is: 151.